Dataset: Catalyst prediction with 721,799 reactions and 888 catalyst types from USPTO. Task: Predict which catalyst facilitates the given reaction. (1) Reactant: [Si]([O:18][CH2:19][CH2:20][CH2:21][CH:22]([NH:26][C:27](=[O:54])[CH2:28][CH2:29][O:30][C:31]1[N:35]([C:36]2[CH:45]=[CH:44][C:43]3[C:38](=[CH:39][CH:40]=[CH:41][CH:42]=3)[CH:37]=2)[N:34]=[C:33]([C:46]2[CH:51]=[C:50]([Cl:52])[CH:49]=[C:48]([Cl:53])[CH:47]=2)[CH:32]=1)[CH:23]([CH3:25])[CH3:24])(C(C)(C)C)(C1C=CC=CC=1)C1C=CC=CC=1.[F-].C([N+](CCCC)(CCCC)CCCC)CCC. Product: [Cl:53][C:48]1[CH:47]=[C:46]([C:33]2[CH:32]=[C:31]([O:30][CH2:29][CH2:28][C:27]([NH:26][CH:22]([CH:23]([CH3:25])[CH3:24])[CH2:21][CH2:20][CH2:19][OH:18])=[O:54])[N:35]([C:36]3[CH:45]=[CH:44][C:43]4[C:38](=[CH:39][CH:40]=[CH:41][CH:42]=4)[CH:37]=3)[N:34]=2)[CH:51]=[C:50]([Cl:52])[CH:49]=1. The catalyst class is: 1. (2) Reactant: [C:1](N)(=O)[C:2]1[CH:7]=[CH:6][CH:5]=[CH:4][CH:3]=1.COC1C=[C:16](/[N:18]=N/C2C=CC([N+]([O-])=O)=CC=2)[C:15](OC)=CC=1/N=N/C1C=CC(N(C)CCCC(NCCS[CH:49]2C[C:52](=[O:54])[N:51](CCCNC(C3C=CC(C4C5C(OC6C=4C=CC(=[N+](C)C)C=6)=CC(N(C)C)=CC=5)=C(C=3)C([O-])=O)=O)[C:50]2=[O:90])=O)=CC=1.C(O)(C(F)(F)F)=O.C(#N)C. Product: [C:2]1([C:1]#[C:15][C:16]#[N:18])[CH:7]=[CH:6][CH:5]=[CH:4][CH:3]=1.[C:2]1([C:1]2[C:52]([NH:51][C:50](=[O:90])[CH:49]=2)=[O:54])[CH:7]=[CH:6][CH:5]=[CH:4][CH:3]=1. The catalyst class is: 58. (3) Reactant: C1(P(C2C=CC=CC=2)C2C=CC=CC=2)C=CC=CC=1.[OH:20][C@@H:21]([CH3:30])[C:22]([N:24]1[CH2:29][CH2:28][O:27][CH2:26][CH2:25]1)=[O:23].C(OC[N:39]1[C:48](=[O:49])[C:47]2[C:42](=[CH:43][CH:44]=[CH:45][C:46]=2O)[N:41]=[CH:40]1)(=O)C(C)(C)C. Product: [CH3:30][C@@H:21]([O:20][C:46]1[CH:45]=[CH:44][CH:43]=[C:42]2[C:47]=1[C:48](=[O:49])[NH:39][CH:40]=[N:41]2)[C:22]([N:24]1[CH2:25][CH2:26][O:27][CH2:28][CH2:29]1)=[O:23]. The catalyst class is: 2. (4) Reactant: [CH3:1][O:2][CH2:3][CH2:4][O:5][CH2:6][CH2:7][O:8][CH2:9][CH2:10][O:11][C:12]1[CH:19]=[CH:18][C:17]([N+:20]([O-])=O)=[CH:16][C:13]=1[C:14]#[N:15].[NH4+].[Cl-]. The catalyst class is: 314. Product: [NH2:20][C:17]1[CH:18]=[CH:19][C:12]([O:11][CH2:10][CH2:9][O:8][CH2:7][CH2:6][O:5][CH2:4][CH2:3][O:2][CH3:1])=[C:13]([CH:16]=1)[C:14]#[N:15]. (5) Reactant: [CH3:1][O:2][C:3]1[CH:4]=[C:5]([C:19]2[N:42](COCC[Si](C)(C)C)[C:22]3[N:23]=[CH:24][N:25]=[C:26]([C:27]4[CH:28]=[CH:29][C:30]([O:35][CH:36]5[CH2:41][CH2:40][O:39][CH2:38][CH2:37]5)=[C:31]([CH:34]=4)[C:32]#[N:33])[C:21]=3[CH:20]=2)[CH:6]=[CH:7][C:8]=1[N:9]1[CH2:14][CH2:13][N:12]([CH:15]2[CH2:18][O:17][CH2:16]2)[CH2:11][CH2:10]1.[C:51]([OH:57])([C:53]([F:56])([F:55])[F:54])=[O:52]. Product: [CH3:1][O:2][C:3]1[CH:4]=[C:5]([C:19]2[NH:42][C:22]3[N:23]=[CH:24][N:25]=[C:26]([C:27]4[CH:28]=[CH:29][C:30]([O:35][CH:36]5[CH2:37][CH2:38][O:39][CH2:40][CH2:41]5)=[C:31]([CH:34]=4)[C:32]#[N:33])[C:21]=3[CH:20]=2)[CH:6]=[CH:7][C:8]=1[N:9]1[CH2:10][CH2:11][N:12]([CH:15]2[CH2:18][O:17][CH2:16]2)[CH2:13][CH2:14]1.[C:51]([OH:57])([C:53]([F:56])([F:55])[F:54])=[O:52]. The catalyst class is: 2. (6) Reactant: Br[CH:2]([CH3:19])[C:3]([CH:5]1[CH2:7][CH:6]1[C:8]1[N:18]=[C:11]2[C:12]([CH3:17])=[N:13][CH:14]=[C:15]([CH3:16])[N:10]2[N:9]=1)=O.[CH3:20][C:21]1[CH:26]=[CH:25][N:24]=[C:23]([NH2:27])[CH:22]=1.C(=O)(O)[O-].[Na+]. Product: [CH3:19][C:2]1[N:24]2[CH:25]=[CH:26][C:21]([CH3:20])=[CH:22][C:23]2=[N:27][C:3]=1[CH:5]1[CH2:7][CH:6]1[C:8]1[N:18]=[C:11]2[C:12]([CH3:17])=[N:13][CH:14]=[C:15]([CH3:16])[N:10]2[N:9]=1. The catalyst class is: 14. (7) Reactant: [CH3:1][N:2]([CH3:21])[C@@H:3]([CH2:14][C:15]1[CH:20]=[CH:19][CH:18]=[CH:17][CH:16]=1)[CH2:4][O:5][C:6]1[CH:7]=[C:8]([Br:13])[C:9]([Cl:12])=[N:10][CH:11]=1.O.[C:23]1([CH3:33])[CH:28]=[CH:27][C:26]([S:29]([OH:32])(=[O:31])=[O:30])=[CH:25][CH:24]=1.C(OCC)C. Product: [C:23]1([CH3:33])[CH:24]=[CH:25][C:26]([S:29]([OH:32])(=[O:30])=[O:31])=[CH:27][CH:28]=1.[CH3:21][N:2]([CH3:1])[C@@H:3]([CH2:14][C:15]1[CH:20]=[CH:19][CH:18]=[CH:17][CH:16]=1)[CH2:4][O:5][C:6]1[CH:7]=[C:8]([Br:13])[C:9]([Cl:12])=[N:10][CH:11]=1. The catalyst class is: 13. (8) Reactant: [OH-:1].[Na+].[OH:3][C:4]1[CH:9]=[CH:8][C:7]([C:10]2[CH:15]=CC=C[CH:11]=2)=CC=1.Cl[CH:17]([O:20][CH2:21]C)[CH2:18]Cl. Product: [CH2:17]([O:20][C:21]([C:8]1[CH:9]=[CH:4][O:3][C:7]=1[CH:10]([CH3:11])[CH3:15])=[O:1])[CH3:18]. The catalyst class is: 581. (9) Reactant: [CH3:1][C:2]1[S:6][C:5]([C:7]2[C:8](=[O:33])[NH:9][C:10](=[O:32])[N:11]([CH2:13][CH2:14][CH2:15][N:16]3[CH2:21][C@H:20]4[C@:18]([C:22]5[CH:27]=[CH:26][C:25]([C:28]([F:31])([F:30])[F:29])=[CH:24][CH:23]=5)([CH2:19]4)[CH2:17]3)[CH:12]=2)=[N:4][N:3]=1.[ClH:34]. Product: [ClH:34].[ClH:34].[CH3:1][C:2]1[S:6][C:5]([C:7]2[C:8](=[O:33])[NH:9][C:10](=[O:32])[N:11]([CH2:13][CH2:14][CH2:15][N:16]3[CH2:21][C@H:20]4[C@:18]([C:22]5[CH:27]=[CH:26][C:25]([C:28]([F:31])([F:30])[F:29])=[CH:24][CH:23]=5)([CH2:19]4)[CH2:17]3)[CH:12]=2)=[N:4][N:3]=1. The catalyst class is: 27. (10) Reactant: [CH3:1][CH:2]1[CH2:7][C:6](=[O:8])[CH2:5][CH2:4][O:3]1.[Li+].C[Si]([N-][Si](C)(C)C)(C)C.ClC1C=CC(N([S:27]([C:30]([F:33])([F:32])[F:31])(=[O:29])=[O:28])[S:27]([C:30]([F:33])([F:32])[F:31])(=[O:29])=[O:28])=NC=1. Product: [F:31][C:30]([F:33])([F:32])[S:27]([O:8][C:6]1[CH2:7][CH:2]([CH3:1])[O:3][CH2:4][CH:5]=1)(=[O:29])=[O:28]. The catalyst class is: 1.